Dataset: Catalyst prediction with 721,799 reactions and 888 catalyst types from USPTO. Task: Predict which catalyst facilitates the given reaction. (1) Reactant: Cl[CH2:2][CH:3]1[CH:5]([C:6]([O:8]CC)=O)[C:4]1([CH2:20][CH3:21])[C:11]1[CH:16]=[CH:15][CH:14]=[C:13]([N+:17]([O-:19])=[O:18])[CH:12]=1.C(=O)([O-])O.[Na+].[C:27]1([CH2:33][CH2:34][CH2:35][NH2:36])[CH:32]=[CH:31][CH:30]=[CH:29][CH:28]=1. Product: [CH2:20]([C:4]1([C:11]2[CH:16]=[CH:15][CH:14]=[C:13]([N+:17]([O-:19])=[O:18])[CH:12]=2)[CH:5]2[CH:3]1[CH2:2][N:36]([CH2:35][CH2:34][CH2:33][C:27]1[CH:32]=[CH:31][CH:30]=[CH:29][CH:28]=1)[C:6]2=[O:8])[CH3:21]. The catalyst class is: 9. (2) Reactant: [OH:1][C:2]1[CH:10]=[CH:9][C:8]([OH:11])=[CH:7][C:3]=1[C:4]([OH:6])=[O:5].[CH2:12]([NH2:16])[CH2:13][CH2:14][CH3:15]. Product: [OH:1][C:2]1[CH:10]=[CH:9][C:8]([OH:11])=[CH:7][C:3]=1[C:4]([OH:6])=[O:5].[CH2:12]([NH2:16])[CH2:13][CH2:14][CH3:15]. The catalyst class is: 8. (3) Reactant: [F:1][C:2]1[CH:7]=[CH:6][C:5]([N:8]2[C:12]([CH3:13])=[CH:11][C:10]([C:14](O)=[O:15])=[C:9]2[CH3:17])=[C:4]([C:18]([F:21])([F:20])[F:19])[CH:3]=1.C1(C)C=CC=CC=1.S(Cl)([Cl:31])=O. Product: [F:1][C:2]1[CH:7]=[CH:6][C:5]([N:8]2[C:12]([CH3:13])=[CH:11][C:10]([C:14]([Cl:31])=[O:15])=[C:9]2[CH3:17])=[C:4]([C:18]([F:21])([F:20])[F:19])[CH:3]=1. The catalyst class is: 3. (4) Reactant: [H-].[Na+].[CH3:3][O:4][C:5]([CH:7]1[C:13](=[O:14])[CH2:12][CH2:11][CH2:10][CH2:9][CH2:8]1)=[O:6].[F:15][C:16]([F:29])([F:28])[S:17](O[S:17]([C:16]([F:29])([F:28])[F:15])(=[O:19])=[O:18])(=[O:19])=[O:18].[Cl-].[NH4+]. Product: [F:15][C:16]([F:29])([F:28])[S:17]([O:14][C:13]1[CH2:12][CH2:11][CH2:10][CH2:9][CH2:8][C:7]=1[C:5]([O:4][CH3:3])=[O:6])(=[O:19])=[O:18]. The catalyst class is: 27. (5) Reactant: [CH:1]1([CH2:4][NH:5][S:6]([NH:9][C:10]2[CH:15]=[CH:14][C:13]([CH2:16][C:17]([NH:20][CH2:21][C@H:22]([OH:29])[C:23]3[CH:24]=[N:25][CH:26]=[CH:27][CH:28]=3)([CH3:19])[CH3:18])=[CH:12][CH:11]=2)(=[O:8])=[O:7])[CH2:3][CH2:2]1.[ClH:30]. Product: [ClH:30].[ClH:30].[CH:1]1([CH2:4][NH:5][S:6]([NH:9][C:10]2[CH:11]=[CH:12][C:13]([CH2:16][C:17]([NH:20][CH2:21][C@H:22]([OH:29])[C:23]3[CH:24]=[N:25][CH:26]=[CH:27][CH:28]=3)([CH3:19])[CH3:18])=[CH:14][CH:15]=2)(=[O:7])=[O:8])[CH2:2][CH2:3]1. The catalyst class is: 71. (6) Reactant: [C:1]([C:3]1[CH:8]=[CH:7][N:6]=[C:5]([N:9]2[C:13](=[O:14])[C:12]([C:15]3[CH:16]=[N:17][CH:18]=[CH:19][CH:20]=3)=[CH:11][NH:10]2)[CH:4]=1)#N.[OH-:21].[Na+].Cl.[OH2:24]. Product: [O:14]=[C:13]1[N:9]([C:5]2[CH:4]=[C:3]([CH:8]=[CH:7][N:6]=2)[C:1]([OH:24])=[O:21])[NH:10][CH:11]=[C:12]1[C:15]1[CH:16]=[N:17][CH:18]=[CH:19][CH:20]=1. The catalyst class is: 8. (7) The catalyst class is: 43. Reactant: [CH3:1][O:2][C:3]1[C:7]([C:8]#[N:9])=[CH:6][N:5]([C:10]2[CH:11]=[N:12][C:13]([C:16]([F:19])([F:18])[F:17])=[N:14][CH:15]=2)[N:4]=1.[ClH:20]. Product: [ClH:20].[CH3:1][O:2][C:3]1[C:7]([CH2:8][NH2:9])=[CH:6][N:5]([C:10]2[CH:15]=[N:14][C:13]([C:16]([F:19])([F:17])[F:18])=[N:12][CH:11]=2)[N:4]=1. (8) Reactant: [BH4-].[Na+].[C:3]([CH:7]1[CH2:12][CH:11]([C:13]2[CH:14]=[C:15]3[C:19](=[CH:20][CH:21]=2)[N:18]([C:22]2[CH:27]=[CH:26][C:25]([O:28][CH:29]([CH3:31])[CH3:30])=[CH:24][CH:23]=2)[C:17]([C:32]([OH:34])=[O:33])=[C:16]3[Cl:35])[C:10](=[O:36])[CH2:9][CH2:8]1)([CH3:6])([CH3:5])[CH3:4].O.Cl. Product: [C:3]([CH:7]1[CH2:12][CH:11]([C:13]2[CH:14]=[C:15]3[C:19](=[CH:20][CH:21]=2)[N:18]([C:22]2[CH:23]=[CH:24][C:25]([O:28][CH:29]([CH3:31])[CH3:30])=[CH:26][CH:27]=2)[C:17]([C:32]([OH:34])=[O:33])=[C:16]3[Cl:35])[CH:10]([OH:36])[CH2:9][CH2:8]1)([CH3:5])([CH3:6])[CH3:4]. The catalyst class is: 14. (9) Reactant: [F:1][C:2]1[CH:9]=[CH:8][C:7]([C@H:10]2[C@H:14]([N+:15]([O-])=O)[CH2:13][N:12]([CH2:18][CH2:19][O:20][CH3:21])[CH2:11]2)=[CH:6][C:3]=1[C:4]#[N:5].[NH4+].[Cl-]. Product: [NH2:15][C@@H:14]1[CH2:13][N:12]([CH2:18][CH2:19][O:20][CH3:21])[CH2:11][C@H:10]1[C:7]1[CH:8]=[CH:9][C:2]([F:1])=[C:3]([CH:6]=1)[C:4]#[N:5]. The catalyst class is: 284.